Dataset: Full USPTO retrosynthesis dataset with 1.9M reactions from patents (1976-2016). Task: Predict the reactants needed to synthesize the given product. (1) Given the product [CH3:25][N:26]1[C:30](=[O:31])[C:29]([CH3:33])([CH3:32])[N:28]([C:2]2[CH:3]=[CH:4][C:5]([C:8]([N:10]3[CH2:15][CH2:14][N:13]([C:16]4[C:21]([CH3:22])=[CH:20][C:19]([CH3:23])=[C:18]([CH3:24])[N:17]=4)[CH2:12][CH2:11]3)=[O:9])=[CH:6][N:7]=2)[C:27]1=[O:34], predict the reactants needed to synthesize it. The reactants are: Br[C:2]1[N:7]=[CH:6][C:5]([C:8]([N:10]2[CH2:15][CH2:14][N:13]([C:16]3[C:21]([CH3:22])=[CH:20][C:19]([CH3:23])=[C:18]([CH3:24])[N:17]=3)[CH2:12][CH2:11]2)=[O:9])=[CH:4][CH:3]=1.[CH3:25][N:26]1[C:30](=[O:31])[C:29]([CH3:33])([CH3:32])[NH:28][C:27]1=[O:34]. (2) Given the product [CH3:13][O:12][C:8]1[CH:9]=[CH:10][C:11]2[C:2]3[C:3]([C:14](=[O:16])[N:25]([C:19]4[CH:24]=[CH:23][CH:22]=[CH:21][CH:20]=4)[N:26]=3)=[CH:4][NH:5][C:6]=2[CH:7]=1, predict the reactants needed to synthesize it. The reactants are: Cl[C:2]1[C:11]2[C:6](=[CH:7][C:8]([O:12][CH3:13])=[CH:9][CH:10]=2)[N:5]=[CH:4][C:3]=1[C:14]([O:16]CC)=O.[C:19]1([NH:25][NH2:26])[CH:24]=[CH:23][CH:22]=[CH:21][CH:20]=1.